This data is from Full USPTO retrosynthesis dataset with 1.9M reactions from patents (1976-2016). The task is: Predict the reactants needed to synthesize the given product. (1) Given the product [C:13]([O:12][C:10]([N:7]1[CH2:8][CH2:9][N:4]([CH2:3][CH2:2][O:1][C:24]2[CH:25]=[CH:26][CH:27]=[C:20]([F:19])[C:21]=2[C:22]#[N:23])[CH2:5][CH2:6]1)=[O:11])([CH3:16])([CH3:15])[CH3:14], predict the reactants needed to synthesize it. The reactants are: [OH:1][CH2:2][CH2:3][N:4]1[CH2:9][CH2:8][N:7]([C:10]([O:12][C:13]([CH3:16])([CH3:15])[CH3:14])=[O:11])[CH2:6][CH2:5]1.[H-].[Na+].[F:19][C:20]1[CH:27]=[CH:26][CH:25]=[C:24](F)[C:21]=1[C:22]#[N:23]. (2) Given the product [N:26]1[C:27]2[C:32](=[CH:31][CH:30]=[CH:29][CH:28]=2)[CH:33]=[C:24]([C:8]2[C:7]3[C:2]([NH2:1])=[N:3][CH:4]=[N:5][C:6]=3[N:14]3[C:9]=2[CH:10]=[CH:11][C@H:12]([NH2:15])[CH2:13]3)[CH:25]=1, predict the reactants needed to synthesize it. The reactants are: [NH2:1][C:2]1[C:7]2[C:8]([C:24]3[CH:25]=[N:26][C:27]4[C:32]([CH:33]=3)=[CH:31][CH:30]=[CH:29][CH:28]=4)=[C:9]3[N:14]([C:6]=2[N:5]=[CH:4][N:3]=1)[CH2:13][C@@H:12]([NH:15]C(=O)OC(C)(C)C)[CH2:11][CH:10]3O.O.C1(C)C=CC(S(O)(=O)=O)=CC=1. (3) Given the product [ClH:20].[ClH:20].[CH3:1][CH:2]([CH3:14])[C:3](=[N:19][NH:18][C:15]([NH2:17])=[NH:16])[C:5]1[NH:13][C:8]2=[CH:9][N:10]=[CH:11][CH:12]=[C:7]2[CH:6]=1, predict the reactants needed to synthesize it. The reactants are: [CH3:1][CH:2]([CH3:14])[C:3]([C:5]1[NH:13][C:8]2=[CH:9][N:10]=[CH:11][CH:12]=[C:7]2[CH:6]=1)=O.[C:15]([NH:18][NH2:19])([NH2:17])=[NH:16].[ClH:20].Cl. (4) Given the product [Br:1][C:2]1[CH:7]=[CH:6][C:5]([N+:8]([O-:10])=[O:9])=[C:4]([NH:12][CH2:13][C:14]2([C:17]([O:19][CH2:20][CH3:21])=[O:18])[CH2:16][CH2:15]2)[CH:3]=1, predict the reactants needed to synthesize it. The reactants are: [Br:1][C:2]1[CH:7]=[CH:6][C:5]([N+:8]([O-:10])=[O:9])=[C:4](F)[CH:3]=1.[NH2:12][CH2:13][C:14]1([C:17]([O:19][CH2:20][CH3:21])=[O:18])[CH2:16][CH2:15]1.C(=O)([O-])[O-].[K+].[K+]. (5) Given the product [C:1]1([CH:7]([C:28]2[CH:33]=[CH:32][CH:31]=[CH:30][CH:29]=2)[N:8]2[C:16]3[C:11](=[CH:12][CH:13]=[CH:14][CH:15]=3)[CH:10]([C:17]3[C:22]([OH:23])=[CH:21][N:20]=[C:19]([O:24][CH3:25])[CH:18]=3)[C:9]2=[O:27])[CH:2]=[CH:3][CH:4]=[CH:5][CH:6]=1, predict the reactants needed to synthesize it. The reactants are: [C:1]1([CH:7]([C:28]2[CH:33]=[CH:32][CH:31]=[CH:30][CH:29]=2)[N:8]2[C:16]3[C:11](=[CH:12][CH:13]=[CH:14][CH:15]=3)[C:10](O)([C:17]3[C:22]([OH:23])=[CH:21][N:20]=[C:19]([O:24][CH3:25])[CH:18]=3)[C:9]2=[O:27])[CH:6]=[CH:5][CH:4]=[CH:3][CH:2]=1.C(N(CC)CC)C.S(Cl)(Cl)=O.C(O)(=O)C. (6) Given the product [Cl:23][C:10]1[C:9]2[C:5]([CH2:4][C:3]([OH:24])=[O:2])=[CH:6][S:7][C:8]=2[CH:13]=[C:12]([O:14][CH2:15][C:16]2[N:20]([CH3:21])[N:19]=[C:18]([CH3:22])[CH:17]=2)[CH:11]=1, predict the reactants needed to synthesize it. The reactants are: C[O:2][C:3](=[O:24])[CH2:4][C:5]1[C:9]2[C:10]([Cl:23])=[CH:11][C:12]([O:14][CH2:15][C:16]3[N:20]([CH3:21])[N:19]=[C:18]([CH3:22])[CH:17]=3)=[CH:13][C:8]=2[S:7][CH:6]=1.[OH-].[Na+].